From a dataset of Catalyst prediction with 721,799 reactions and 888 catalyst types from USPTO. Predict which catalyst facilitates the given reaction. Product: [CH3:25][CH:12]1[N:11]([S:8]([C:5]2[CH:6]=[CH:7][C:2]([N:26]3[CH:30]=[CH:29][N:28]=[N:27]3)=[CH:3][CH:4]=2)(=[O:10])=[O:9])[CH2:16][CH2:15][N:14]([C:17]([C:19]2[CH:24]=[CH:23][CH:22]=[CH:21][CH:20]=2)=[O:18])[CH2:13]1.[CH3:25][CH:12]1[N:11]([S:8]([C:5]2[CH:6]=[CH:7][C:2]([N:27]3[N:28]=[CH:29][CH:30]=[N:26]3)=[CH:3][CH:4]=2)(=[O:10])=[O:9])[CH2:16][CH2:15][N:14]([C:17]([C:19]2[CH:24]=[CH:23][CH:22]=[CH:21][CH:20]=2)=[O:18])[CH2:13]1. Reactant: Br[C:2]1[CH:7]=[CH:6][C:5]([S:8]([N:11]2[CH2:16][CH2:15][N:14]([C:17]([C:19]3[CH:24]=[CH:23][CH:22]=[CH:21][CH:20]=3)=[O:18])[CH2:13][CH:12]2[CH3:25])(=[O:10])=[O:9])=[CH:4][CH:3]=1.[NH:26]1[CH:30]=[CH:29][N:28]=[N:27]1.[OH-].[K+].CO.C(Cl)(Cl)Cl. The catalyst class is: 5.